This data is from Reaction yield outcomes from USPTO patents with 853,638 reactions. The task is: Predict the reaction yield, written as a fraction of the theoretical maximum amount of product (1.0 means a 100% yield; for example, 0.34 means a 34% yield). (1) The reactants are [C:9](O[C:9]([O:11][C:12]([CH3:15])([CH3:14])[CH3:13])=[O:10])([O:11][C:12]([CH3:15])([CH3:14])[CH3:13])=[O:10].[NH2:16][CH2:17][CH2:18][CH2:19][OH:20]. The catalyst is C(Cl)Cl. The product is [C:12]([O:11][C:9]([NH:16][CH2:17][CH2:18][CH2:19][OH:20])=[O:10])([CH3:13])([CH3:14])[CH3:15]. The yield is 1.00. (2) The reactants are [CH2:1]([S:8][CH:9]([CH:42](OC)[O:43]C)[CH2:10][NH:11][C:12]([C:14]1[NH:15][C:16]2[C:21]([CH:22]=1)=[CH:20][C:19]([O:23][CH2:24][CH2:25][CH2:26][S:27]([CH3:30])(=[O:29])=[O:28])=[CH:18][C:17]=2[N:31]([CH3:41])[S:32]([C:35]1[CH:40]=[CH:39][CH:38]=[CH:37][N:36]=1)(=[O:34])=[O:33])=[O:13])[C:2]1[CH:7]=[CH:6][CH:5]=[CH:4][CH:3]=1.CC(C)=O. The catalyst is O. The product is [CH2:1]([S:8][CH:9]([CH:42]=[O:43])[CH2:10][NH:11][C:12]([C:14]1[NH:15][C:16]2[C:21]([CH:22]=1)=[CH:20][C:19]([O:23][CH2:24][CH2:25][CH2:26][S:27]([CH3:30])(=[O:29])=[O:28])=[CH:18][C:17]=2[N:31]([CH3:41])[S:32]([C:35]1[CH:40]=[CH:39][CH:38]=[CH:37][N:36]=1)(=[O:34])=[O:33])=[O:13])[C:2]1[CH:3]=[CH:4][CH:5]=[CH:6][CH:7]=1. The yield is 1.00. (3) The reactants are [CH2:1]([N:8]1[CH2:13][CH2:12][CH2:11][CH:10]([CH2:14][OH:15])[CH2:9]1)[C:2]1[CH:7]=[CH:6][CH:5]=[CH:4][CH:3]=1.C(N(CC)CC)C.[C:23]1([CH3:33])[CH:28]=[CH:27][C:26]([S:29](Cl)(=[O:31])=[O:30])=[CH:25][CH:24]=1. The catalyst is ClCCl. The product is [CH3:33][C:23]1[CH:28]=[CH:27][C:26]([S:29]([O:15][CH2:14][CH:10]2[CH2:11][CH2:12][CH2:13][N:8]([CH2:1][C:2]3[CH:7]=[CH:6][CH:5]=[CH:4][CH:3]=3)[CH2:9]2)(=[O:31])=[O:30])=[CH:25][CH:24]=1. The yield is 0.800. (4) The reactants are [C:1]1([CH3:15])[CH:6]=[C:5]([CH3:7])[CH:4]=[C:3]([CH3:8])[C:2]=1[C:9](=[C:13]=[O:14])[C:10](Cl)=[O:11].C[Si](C)(C)[O:18][C:19]([CH2:21][CH2:22][S:23][C:24]1[CH:29]=[CH:28][CH:27]=[CH:26][CH:25]=1)=[CH2:20]. The catalyst is C1(C)C(C)=CC=CC=1. The product is [OH:14][C:13]1[CH:20]=[C:19]([CH2:21][CH2:22][S:23][C:24]2[CH:29]=[CH:28][CH:27]=[CH:26][CH:25]=2)[O:18][C:10](=[O:11])[C:9]=1[C:2]1[C:3]([CH3:8])=[CH:4][C:5]([CH3:7])=[CH:6][C:1]=1[CH3:15]. The yield is 0.138. (5) The reactants are [F:1][C:2]1[CH:7]=[CH:6][C:5]([C:8]2[O:9][C:10]3[CH:20]=[CH:19][C:18]([C:21]4[CH:22]=[CH:23][C:24]([O:30][CH3:31])=[C:25]([CH:29]=4)[C:26](O)=[O:27])=[CH:17][C:11]=3[C:12]=2[C:13](=[O:16])[NH:14][CH3:15])=[CH:4][CH:3]=1.C(N(C(C)C)C(C)C)C.[CH3:41][CH:42]([CH3:45])[CH2:43][NH2:44].CN(C(ON1N=NC2C=CC=NC1=2)=[N+](C)C)C.F[P-](F)(F)(F)(F)F. The catalyst is C(OCC)(=O)C.C(#N)C.CN(C=O)C. The product is [F:1][C:2]1[CH:3]=[CH:4][C:5]([C:8]2[O:9][C:10]3[CH:20]=[CH:19][C:18]([C:21]4[CH:22]=[CH:23][C:24]([O:30][CH3:31])=[C:25]([C:26](=[O:27])[NH:44][CH2:43][CH:42]([CH3:45])[CH3:41])[CH:29]=4)=[CH:17][C:11]=3[C:12]=2[C:13]([NH:14][CH3:15])=[O:16])=[CH:6][CH:7]=1. The yield is 0.380. (6) The catalyst is O. The product is [CH2:20]([N:4]1[CH2:3][C:2]([CH3:13])([CH3:1])[C:11]2[NH:10][C:9](=[O:12])[CH:8]=[CH:7][C:6]=2[CH2:5]1)[C:21]1[CH:26]=[CH:25][CH:24]=[CH:23][CH:22]=1. The yield is 0.710. The reactants are [CH3:1][C:2]1([CH3:13])[C:11]2[NH:10][C:9](=[O:12])[CH:8]=[CH:7][C:6]=2[CH2:5][NH:4][CH2:3]1.C(=O)([O-])[O-].[K+].[K+].[CH2:20](Br)[C:21]1[CH:26]=[CH:25][CH:24]=[CH:23][CH:22]=1.CN(C=O)C. (7) The reactants are [NH2:1][C:2]1[CH:7]=[CH:6][C:5]([OH:8])=[CH:4][CH:3]=1.CC(C)([O-])C.[K+].Cl[C:16]1[CH:21]=[CH:20][N:19]=[C:18]([C:22]([NH:24][CH3:25])=[O:23])[CH:17]=1.C([O-])([O-])=O.[K+].[K+]. The catalyst is CN(C=O)C. The product is [CH3:25][NH:24][C:22]([C:18]1[CH:17]=[C:16]([O:8][C:5]2[CH:6]=[CH:7][C:2]([NH2:1])=[CH:3][CH:4]=2)[CH:21]=[CH:20][N:19]=1)=[O:23]. The yield is 0.840. (8) The reactants are S1(CCCC1)(=O)=O.P(Cl)(Cl)([Cl:10])=O.C(N(CC)CC)C.O=[C:21]1[NH:26][CH:25]=[N:24][C:23]2[S:27][C:28]3[CH2:33][N:32]([C:34]([O:36][C:37]([CH3:40])([CH3:39])[CH3:38])=[O:35])[CH2:31][CH2:30][C:29]=3[C:22]1=2. The catalyst is [Cl-].[Na+]. The product is [Cl:10][C:21]1[C:22]2[C:29]3[CH2:30][CH2:31][N:32]([C:34]([O:36][C:37]([CH3:40])([CH3:39])[CH3:38])=[O:35])[CH2:33][C:28]=3[S:27][C:23]=2[N:24]=[CH:25][N:26]=1. The yield is 0.930. (9) The reactants are O(Cl)[Cl:2].[P+5].[CH:5]1([C:10]2[NH:15][C:14](=O)[CH:13]=[C:12]([CH2:17][CH3:18])[N:11]=2)[CH2:9][CH2:8][CH2:7][CH2:6]1. The catalyst is [OH-].[Na+]. The product is [Cl:2][C:14]1[CH:13]=[C:12]([CH2:17][CH3:18])[N:11]=[C:10]([CH:5]2[CH2:9][CH2:8][CH2:7][CH2:6]2)[N:15]=1. The yield is 0.570.